This data is from Reaction yield outcomes from USPTO patents with 853,638 reactions. The task is: Predict the reaction yield, written as a fraction of the theoretical maximum amount of product (1.0 means a 100% yield; for example, 0.34 means a 34% yield). (1) The reactants are [H-].[Na+].[CH3:3][C:4]1[C:12]2[C:11]([O:13][CH:14]3[CH2:19][CH2:18][CH:17]([NH:20][C:21](=[O:27])[O:22][C:23]([CH3:26])([CH3:25])[CH3:24])[CH2:16][CH2:15]3)=[N:10][CH:9]=[N:8][C:7]=2[S:6][C:5]=1[CH3:28].I[CH3:30]. The catalyst is CN(C)C=O. The product is [CH3:3][C:4]1[C:12]2[C:11]([O:13][CH:14]3[CH2:15][CH2:16][CH:17]([N:20]([CH3:30])[C:21](=[O:27])[O:22][C:23]([CH3:24])([CH3:25])[CH3:26])[CH2:18][CH2:19]3)=[N:10][CH:9]=[N:8][C:7]=2[S:6][C:5]=1[CH3:28]. The yield is 0.580. (2) The reactants are [CH3:1][N:2]1[C:7](=[O:8])[CH2:6][C:5]2[CH:9]=[C:10]3[C:15](=[CH:16][C:4]=2[S:3]1(=[O:18])=[O:17])[CH:14]=[CH:13][CH:12]=[CH:11]3.C(N(CC)CC)C.[C:26]1([N:32]=[C:33]=[O:34])[CH:31]=[CH:30][CH:29]=[CH:28][CH:27]=1. The catalyst is CS(C)=O. The product is [CH3:1][N:2]1[C:7](=[O:8])[CH:6]([C:33]([NH:32][C:26]2[CH:31]=[CH:30][CH:29]=[CH:28][CH:27]=2)=[O:34])[C:5]2[CH:9]=[C:10]3[C:15](=[CH:16][C:4]=2[S:3]1(=[O:17])=[O:18])[CH:14]=[CH:13][CH:12]=[CH:11]3. The yield is 0.370. (3) The reactants are [CH:1]([C:4]1[CH:9]=[CH:8][C:7]([CH:10]2[C:14]3[C:15]([CH3:30])=[C:16]([NH:22][C:23](=[O:29])[CH2:24][C:25]([CH3:28])([CH3:27])[CH3:26])[C:17]([CH3:21])=[C:18]([O:19]C)[C:13]=3[O:12][CH2:11]2)=[CH:6][CH:5]=1)([CH3:3])[CH3:2]. The catalyst is C(OCC)(=O)C.CCCCCC. The product is [OH:19][C:18]1[C:13]2[O:12][CH2:11][CH:10]([C:7]3[CH:6]=[CH:5][C:4]([CH:1]([CH3:2])[CH3:3])=[CH:9][CH:8]=3)[C:14]=2[C:15]([CH3:30])=[C:16]([NH:22][C:23](=[O:29])[CH2:24][C:25]([CH3:28])([CH3:27])[CH3:26])[C:17]=1[CH3:21]. The yield is 0.780. (4) The catalyst is O1CCOCC1.O.C1C=CC([P]([Pd]([P](C2C=CC=CC=2)(C2C=CC=CC=2)C2C=CC=CC=2)([P](C2C=CC=CC=2)(C2C=CC=CC=2)C2C=CC=CC=2)[P](C2C=CC=CC=2)(C2C=CC=CC=2)C2C=CC=CC=2)(C2C=CC=CC=2)C2C=CC=CC=2)=CC=1. The reactants are [NH2:1][C:2]1[CH:3]=[C:4]([CH:8]=[C:9](Br)[CH:10]=1)[C:5]([OH:7])=[O:6].[CH3:12][O:13][C:14]1[C:19]([O:20][CH3:21])=[C:18](B(O)O)[CH:17]=[CH:16][N:15]=1.C(=O)([O-])[O-].[K+].[K+]. The product is [NH2:1][C:2]1[CH:3]=[C:4]([CH:8]=[C:9]([C:18]2[CH:17]=[CH:16][N:15]=[C:14]([O:13][CH3:12])[C:19]=2[O:20][CH3:21])[CH:10]=1)[C:5]([OH:7])=[O:6]. The yield is 0.300. (5) The reactants are [C:1]1(C)C=CC(S(O)(=O)=O)=CC=1.C[CH:13]=[CH:14][C:15]1[CH:20]=[CH:19][CH:18]=[CH:17][CH:16]=1.[CH2:21]([OH:24])[CH2:22][OH:23]. The catalyst is O. The product is [CH3:1][C:14]([O:23][CH2:22][CH2:21][OH:24])([C:15]1[CH:16]=[CH:17][CH:18]=[CH:19][CH:20]=1)[CH3:13]. The yield is 0.0400. (6) The reactants are C(OC(=O)[NH:7][CH:8]([C:16](=[O:38])[NH:17][C@@H:18]([CH2:31][C:32]1[CH:37]=[CH:36][CH:35]=[CH:34][CH:33]=1)[CH:19]([C:21](=[O:30])[NH:22][CH2:23]C1C=CC=CC=1)[OH:20])[CH2:9][CH:10]1[CH2:15][CH2:14][O:13][CH2:12][CH2:11]1)(C)(C)C.[C:40](O)([C:42](F)(F)F)=O.[CH2:47]([O:54][C:55]([NH:57][C@@H:58]([CH3:62])[C:59]([OH:61])=O)=[O:56])[C:48]1[CH:53]=[CH:52][CH:51]=[CH:50][CH:49]=1.CN(C(ON1N=N[C:73]2[CH:74]=[CH:75]C=N[C:72]1=2)=[N+](C)C)C.F[P-](F)(F)(F)(F)F.C(N(CC)C(C)C)(C)C. The catalyst is ClCCl. The product is [CH2:47]([O:54][C:55](=[O:56])[NH:57][C@H:58]([C:59](=[O:61])[NH:7][CH:8]([C:16](=[O:38])[NH:17][C@@H:18]([CH2:31][C:32]1[CH:37]=[CH:36][CH:35]=[CH:34][CH:33]=1)[CH:19]([C:21](=[O:30])[NH:22][CH2:23][C:42]1[CH:40]=[CH:75][CH:74]=[CH:73][CH:72]=1)[OH:20])[CH2:9][CH:10]1[CH2:15][CH2:14][O:13][CH2:12][CH2:11]1)[CH3:62])[C:48]1[CH:49]=[CH:50][CH:51]=[CH:52][CH:53]=1. The yield is 0.840. (7) The reactants are [N:1]1[C:11]2[C:6](=[CH:7][CH:8]=[CH:9][CH:10]=2)[CH:5]=[CH:4][C:2]=1[CH3:3].[S:12]([O:17]C)([O:15][CH3:16])(=[O:14])=[O:13]. The product is [CH3:16][O:15][S:12]([O-:17])(=[O:14])=[O:13].[CH3:16][N+:1]1[C:11]2[C:6](=[CH:7][CH:8]=[CH:9][CH:10]=2)[CH:5]=[CH:4][C:2]=1[CH3:3]. No catalyst specified. The yield is 0.910. (8) The reactants are [CH2:1]([NH:4][C:5]1[N:10]=[C:9]([NH:11][CH2:12][CH2:13][CH3:14])[N:8]=[C:7](N(C)OC)[N:6]=1)[CH2:2][CH3:3].Cl.[CH2:20]([NH:22][O:23][CH:24]([CH3:26])[CH3:25])[CH3:21]. No catalyst specified. The product is [CH2:1]([NH:4][C:5]1[N:10]=[C:9]([NH:11][CH2:12][CH2:13][CH3:14])[N:8]=[C:7]([N:22]([CH2:20][CH3:21])[O:23][CH:24]([CH3:26])[CH3:25])[N:6]=1)[CH2:2][CH3:3]. The yield is 0.880.